Dataset: Catalyst prediction with 721,799 reactions and 888 catalyst types from USPTO. Task: Predict which catalyst facilitates the given reaction. (1) Reactant: [F:1][C:2]1[CH:7]=[CH:6][CH:5]=[C:4]([F:8])[C:3]=1[C:9]1[S:10][CH:11]=[C:12]([C:14]([NH:16][C:17]2[CH:18]=[N:19][CH:20]=[CH:21][C:22]=2[CH:23]2[CH2:28][CH:27]([NH:29][C:30](=[O:36])[O:31][C:32]([CH3:35])([CH3:34])[CH3:33])[CH:26](O)[CH:25]([CH3:38])[CH2:24]2)=[O:15])[N:13]=1.CCN(S(F)(F)[F:45])CC. Product: [F:8][C:4]1[CH:5]=[CH:6][CH:7]=[C:2]([F:1])[C:3]=1[C:9]1[S:10][CH:11]=[C:12]([C:14]([NH:16][C:17]2[CH:18]=[N:19][CH:20]=[CH:21][C:22]=2[CH:23]2[CH2:28][CH:27]([NH:29][C:30](=[O:36])[O:31][C:32]([CH3:34])([CH3:35])[CH3:33])[CH:26]([F:45])[CH:25]([CH3:38])[CH2:24]2)=[O:15])[N:13]=1. The catalyst class is: 2. (2) Reactant: [OH:1][C@@H:2]1[C@H:6]([OH:7])[C@@H:5]([CH2:8][OH:9])[O:4][C@H:3]1[N:10]1[CH:18]=[N:17][C:16]2[C:11]1=[N:12][C:13]([C:34](OC)=[O:35])=[N:14][C:15]=2[NH:19][CH2:20][CH:21]([C:28]1[CH:33]=[CH:32][CH:31]=[CH:30][CH:29]=1)[C:22]1[CH:27]=[CH:26][CH:25]=[CH:24][CH:23]=1.[NH2:38][CH2:39][CH2:40][N:41]1[CH2:46][CH2:45][O:44][CH2:43][CH2:42]1. Product: [OH:1][C@@H:2]1[C@H:6]([OH:7])[C@@H:5]([CH2:8][OH:9])[O:4][C@H:3]1[N:10]1[CH:18]=[N:17][C:16]2[C:11]1=[N:12][C:13]([C:34]([NH:38][CH2:39][CH2:40][N:41]1[CH2:46][CH2:45][O:44][CH2:43][CH2:42]1)=[O:35])=[N:14][C:15]=2[NH:19][CH2:20][CH:21]([C:28]1[CH:33]=[CH:32][CH:31]=[CH:30][CH:29]=1)[C:22]1[CH:23]=[CH:24][CH:25]=[CH:26][CH:27]=1. The catalyst class is: 27.